From a dataset of Peptide-MHC class II binding affinity with 134,281 pairs from IEDB. Regression. Given a peptide amino acid sequence and an MHC pseudo amino acid sequence, predict their binding affinity value. This is MHC class II binding data. (1) The peptide sequence is YFKGNFERLAITKGK. The MHC is DRB1_1101 with pseudo-sequence DRB1_1101. The binding affinity (normalized) is 0.679. (2) The peptide sequence is DANNYEQQEQASQQI. The MHC is DRB1_1101 with pseudo-sequence DRB1_1101. The binding affinity (normalized) is 0.173. (3) The peptide sequence is QCQKLLWQLNGRLEY. The MHC is DRB1_0701 with pseudo-sequence DRB1_0701. The binding affinity (normalized) is 0.241. (4) The peptide sequence is MEESVNEIKNLIRKH. The MHC is DRB1_0101 with pseudo-sequence DRB1_0101. The binding affinity (normalized) is 0.331.